Dataset: Catalyst prediction with 721,799 reactions and 888 catalyst types from USPTO. Task: Predict which catalyst facilitates the given reaction. (1) The catalyst class is: 8. Product: [C:26]([C:22]1[C:23]([F:25])=[CH:24][C:19]([C:16]2[CH:17]=[CH:18][N:14]([CH2:13][C@@H:12]([NH:11][C:9]([C:6]3[CH:5]=[C:4]([CH:1]([OH:3])[CH3:2])[NH:8][N:7]=3)=[O:10])[CH3:29])[N:15]=2)=[CH:20][C:21]=1[F:28])#[N:27]. Reactant: [C:1]([C:4]1[NH:8][N:7]=[C:6]([C:9]([NH:11][C@@H:12]([CH3:29])[CH2:13][N:14]2[CH:18]=[CH:17][C:16]([C:19]3[CH:24]=[C:23]([F:25])[C:22]([C:26]#[N:27])=[C:21]([F:28])[CH:20]=3)=[N:15]2)=[O:10])[CH:5]=1)(=[O:3])[CH3:2].[BH4-].[Na+].[Cl-].[NH4+]. (2) The catalyst class is: 194. Product: [CH:1]([C@H:4]1[CH2:9][CH2:8][C@H:7]([C@H:10]2[CH2:15][CH2:14][C@H:13]([CH2:16][CH2:17][CH3:18])[CH2:12][CH2:11]2)[CH2:6][CH2:5]1)=[CH2:2]. Reactant: [CH2:1]([C@H:4]1[CH2:9][CH2:8][C@H:7]([C@H:10]2[CH2:15][CH2:14][C@H:13]([CH:16]3O[C:18](=O)[CH2:17]3)[CH2:12][CH2:11]2)[CH2:6][CH2:5]1)[CH2:2]C.